Predict which catalyst facilitates the given reaction. From a dataset of Catalyst prediction with 721,799 reactions and 888 catalyst types from USPTO. (1) Reactant: [CH2:1]([N:8]([CH:14]([CH2:17][CH2:18][OH:19])[CH2:15][OH:16])[C:9](=[O:13])[CH:10](Cl)[CH3:11])[C:2]1[CH:7]=[CH:6][CH:5]=[CH:4][CH:3]=1.CC(C)([O-])C.[K+]. Product: [CH2:1]([N:8]1[CH:14]([CH2:17][CH2:18][OH:19])[CH2:15][O:16][CH:10]([CH3:11])[C:9]1=[O:13])[C:2]1[CH:7]=[CH:6][CH:5]=[CH:4][CH:3]=1. The catalyst class is: 32. (2) Reactant: [C:1]([CH2:3][C:4]([OH:6])=O)#[N:2].C1C=NC2N(O)N=NC=2C=1.F[P-](F)(F)(F)(F)F.N1(OC(N(C)C)=[N+](C)C)C2N=CC=CC=2N=N1.C(N(C(C)C)CC)(C)C.[CH2:50]([N:52]([CH2:67][CH3:68])[CH2:53][CH2:54][O:55][C:56]1[CH:61]=[CH:60][C:59]([CH:62]([NH2:66])[CH2:63][CH2:64][CH3:65])=[CH:58][CH:57]=1)[CH3:51]. Product: [C:1]([CH2:3][C:4]([NH:66][CH:62]([C:59]1[CH:58]=[CH:57][C:56]([O:55][CH2:54][CH2:53][N:52]([CH2:67][CH3:68])[CH2:50][CH3:51])=[CH:61][CH:60]=1)[CH2:63][CH2:64][CH3:65])=[O:6])#[N:2]. The catalyst class is: 39.